The task is: Predict the reactants needed to synthesize the given product.. This data is from Full USPTO retrosynthesis dataset with 1.9M reactions from patents (1976-2016). (1) Given the product [F:38][C:2]1([F:1])[O:6][C:5]2[CH:7]=[CH:8][C:9]([C:11]3([C:14]([NH:16][C:17]4[N:22]=[C:21]([C:23]5[CH:35]=[CH:34][C:26]([C:27]([OH:29])=[O:28])=[CH:25][CH:24]=5)[C:20]([CH2:36][CH3:37])=[CH:19][CH:18]=4)=[O:15])[CH2:13][CH2:12]3)=[CH:10][C:4]=2[O:3]1, predict the reactants needed to synthesize it. The reactants are: [F:1][C:2]1([F:38])[O:6][C:5]2[CH:7]=[CH:8][C:9]([C:11]3([C:14]([NH:16][C:17]4[N:22]=[C:21]([C:23]5[CH:35]=[CH:34][C:26]([C:27]([O:29]C(C)(C)C)=[O:28])=[CH:25][CH:24]=5)[C:20]([CH2:36][CH3:37])=[CH:19][CH:18]=4)=[O:15])[CH2:13][CH2:12]3)=[CH:10][C:4]=2[O:3]1.FC(F)(F)C(O)=O. (2) Given the product [NH2:18][C:19]1([C:24]([NH:26][C@H:27]([C:31]([N:33]([C@@H:35]([C@@H:68]([CH3:71])[CH2:69][CH3:70])[C@H:36]([O:66][CH3:67])[CH2:37][C:38]([N:40]2[CH2:44][CH2:43][CH2:42][C@H:41]2[C@H:45]([O:64][CH3:65])[C@@H:46]([CH3:63])[C:47]([NH:49][C@H:50]([C:58]2[S:59][CH:60]=[CH:61][N:62]=2)[CH2:51][C:52]2[CH:53]=[CH:54][CH:55]=[CH:56][CH:57]=2)=[S:48])=[O:39])[CH3:34])=[O:32])[CH:28]([CH3:30])[CH3:29])=[O:25])[CH2:20][CH2:21][CH2:22][CH2:23]1, predict the reactants needed to synthesize it. The reactants are: C1C2C(COC([NH:18][C:19]3([C:24]([NH:26][C@H:27]([C:31]([N:33]([C@@H:35]([C@@H:68]([CH3:71])[CH2:69][CH3:70])[C@H:36]([O:66][CH3:67])[CH2:37][C:38]([N:40]4[CH2:44][CH2:43][CH2:42][C@H:41]4[C@H:45]([O:64][CH3:65])[C@@H:46]([CH3:63])[C:47]([NH:49][C@H:50]([C:58]4[S:59][CH:60]=[CH:61][N:62]=4)[CH2:51][C:52]4[CH:57]=[CH:56][CH:55]=[CH:54][CH:53]=4)=[S:48])=[O:39])[CH3:34])=[O:32])[CH:28]([CH3:30])[CH3:29])=[O:25])[CH2:23][CH2:22][CH2:21][CH2:20]3)=O)C3C(=CC=CC=3)C=2C=CC=1. (3) Given the product [F:34][CH:33]([F:35])[N:16]1[C:12]([C:9]([O:8][CH2:7][C:6]2[CH:5]=[CH:4][C:3]([O:2][CH3:1])=[CH:29][CH:28]=2)([CH3:11])[CH3:10])=[CH:13][C:14]([N:17]2[C:18](=[O:27])[C:19]3[C:24](=[CH:23][CH:22]=[CH:21][CH:20]=3)[C:25]2=[O:26])=[N:15]1, predict the reactants needed to synthesize it. The reactants are: [CH3:1][O:2][C:3]1[CH:29]=[CH:28][C:6]([CH2:7][O:8][C:9]([C:12]2[NH:16][N:15]=[C:14]([N:17]3[C:25](=[O:26])[C:24]4[C:19](=[CH:20][CH:21]=[CH:22][CH:23]=4)[C:18]3=[O:27])[CH:13]=2)([CH3:11])[CH3:10])=[CH:5][CH:4]=1.[H-].[Na+].Cl[CH:33]([F:35])[F:34].C(=O)([O-])O.[Na+].